Dataset: Forward reaction prediction with 1.9M reactions from USPTO patents (1976-2016). Task: Predict the product of the given reaction. (1) Given the reactants C1C=CC(/C=C/C[O:10][C@@H:11]2[O:16][C@H:15]([CH2:17][OH:18])[C@@H](O)[C@H:13](O)[C@H:12]2O)=CC=1.[C:22]([O-])(=O)C(C)=C.CC(C1C=C2CC[C@H]3[C@@](C(O)=O)(C)CCC[C@]3(C)[C@H]2CC=1)C, predict the reaction product. The product is: [C:11]([O:16][CH2:15][CH2:17][OH:18])(=[O:10])[C:12]([CH3:13])=[CH2:22]. (2) The product is: [Cl:1][C:2]1[CH:6]=[C:5]([C:7]([NH:8][C:9]2[C:10]([C:11]([NH:29][CH3:28])=[O:13])=[CH:14][C:15]([C:19]#[N:20])=[CH:16][C:17]=2[CH3:18])=[O:12])[N:4]([C:21]2[C:26]([Cl:27])=[CH:25][CH:24]=[CH:23][N:22]=2)[N:3]=1. Given the reactants [Cl:1][C:2]1[CH:6]=[C:5]([C:7]2[O:12][C:11](=[O:13])[C:10]3[CH:14]=[C:15]([C:19]#[N:20])[CH:16]=[C:17]([CH3:18])[C:9]=3[N:8]=2)[N:4]([C:21]2[C:26]([Cl:27])=[CH:25][CH:24]=[CH:23][N:22]=2)[N:3]=1.[C:28](C1C2C=CC=CC=2ONC1=O)#[N:29].CN, predict the reaction product. (3) Given the reactants O1C2CCCC([NH2:10])C=2C=C1.[CH3:11][CH:12]1[C:20](=O)[C:16]2[CH:17]=[CH:18][S:19][C:15]=2[CH2:14][CH2:13]1, predict the reaction product. The product is: [CH3:11][CH:12]1[CH:20]([NH2:10])[C:16]2[CH:17]=[CH:18][S:19][C:15]=2[CH2:14][CH2:13]1. (4) Given the reactants [C:1]([Si:3]([CH3:6])([CH3:5])[CH3:4])#[CH:2].[Li]CCCC.[C:12]1([C:18]#[C:19][C:20]2[CH:27]=[CH:26][CH:25]=[CH:24][C:21]=2[CH:22]=[O:23])[CH:17]=[CH:16][CH:15]=[CH:14][CH:13]=1, predict the reaction product. The product is: [C:12]1([C:18]#[C:19][C:20]2[CH:27]=[CH:26][CH:25]=[CH:24][C:21]=2[CH:22]([OH:23])[C:2]#[C:1][Si:3]([CH3:6])([CH3:5])[CH3:4])[CH:13]=[CH:14][CH:15]=[CH:16][CH:17]=1. (5) Given the reactants [C:1]1([C:7]2[N:11]=[C:10]([NH:12][C:13](=[O:18])[CH2:14][C:15]([OH:17])=O)[S:9][N:8]=2)[CH:6]=[CH:5][CH:4]=[CH:3][CH:2]=1.Cl.[Cl:20][C:21]1[CH:33]=[CH:32][CH:31]=[CH:30][C:22]=1[O:23][CH:24]1[CH2:29][CH2:28][NH:27][CH2:26][CH2:25]1.CC(C)N=C=NC(C)C, predict the reaction product. The product is: [Cl:20][C:21]1[CH:33]=[CH:32][CH:31]=[CH:30][C:22]=1[O:23][CH:24]1[CH2:29][CH2:28][N:27]([C:15](=[O:17])[CH2:14][C:13]([NH:12][C:10]2[S:9][N:8]=[C:7]([C:1]3[CH:2]=[CH:3][CH:4]=[CH:5][CH:6]=3)[N:11]=2)=[O:18])[CH2:26][CH2:25]1.